Regression. Given a peptide amino acid sequence and an MHC pseudo amino acid sequence, predict their binding affinity value. This is MHC class II binding data. From a dataset of Peptide-MHC class II binding affinity with 134,281 pairs from IEDB. (1) The binding affinity (normalized) is 0.413. The MHC is DRB1_1101 with pseudo-sequence DRB1_1101. The peptide sequence is DKKCIEWEKAQHGAC. (2) The peptide sequence is YDKFLANVSLVLTGK. The MHC is DRB1_0701 with pseudo-sequence DRB1_0701. The binding affinity (normalized) is 0.710. (3) The peptide sequence is TLTEALRVIAGTLEV. The MHC is DRB1_0405 with pseudo-sequence DRB1_0405. The binding affinity (normalized) is 0.190. (4) The peptide sequence is GENQIVDKIDAAFKI. The MHC is DRB5_0101 with pseudo-sequence DRB5_0101. The binding affinity (normalized) is 0.678. (5) The peptide sequence is GPATPAAPAAGYTPA. The MHC is DRB1_1501 with pseudo-sequence DRB1_1501. The binding affinity (normalized) is 0. (6) The peptide sequence is RVLDILVARRLLLKK. The MHC is DRB1_1101 with pseudo-sequence DRB1_1101. The binding affinity (normalized) is 1.00. (7) The peptide sequence is RRSIPVNEALAAAGL. The MHC is DRB1_0801 with pseudo-sequence QEFFIASGAAVDAIMESGFDYYSFDRLTYHVGFT. The binding affinity (normalized) is 0.387. (8) The MHC is DRB1_1501 with pseudo-sequence DRB1_1501. The binding affinity (normalized) is 0.613. The peptide sequence is NFRFMSKGGMRNVFDEVIPT.